Dataset: Forward reaction prediction with 1.9M reactions from USPTO patents (1976-2016). Task: Predict the product of the given reaction. (1) The product is: [O:19]1[CH2:8][CH:12]1[C:13]1[CH:14]=[N:15][CH:16]=[CH:17][CH:18]=1. Given the reactants [H-].[Na+].CS(C)=O.[I-].[CH3:8][S+](C)C.[CH:12](=[O:19])[C:13]1[CH:18]=[CH:17][CH:16]=[N:15][CH:14]=1, predict the reaction product. (2) Given the reactants I[C:2]1[CH:3]=[N:4][N:5]([CH2:7][CH2:8][C@@:9]([CH3:19])([S:15]([CH3:18])(=[O:17])=[O:16])[C:10]([O:12][CH2:13][CH3:14])=[O:11])[CH:6]=1.[C:20]1(B(O)O)[CH2:24][CH2:23][CH2:22][CH:21]=1.P([O-])([O-])([O-])=O.[K+].[K+].[K+], predict the reaction product. The product is: [C:20]1([C:2]2[CH:3]=[N:4][N:5]([CH2:7][CH2:8][C@@:9]([CH3:19])([S:15]([CH3:18])(=[O:17])=[O:16])[C:10]([O:12][CH2:13][CH3:14])=[O:11])[CH:6]=2)[CH2:24][CH2:23][CH2:22][CH:21]=1. (3) Given the reactants [CH2:1]([NH:8][C:9]1[N:14]([CH3:15])[C:13](=[O:16])[C:12](Br)=[CH:11][N:10]=1)[C:2]1[CH:7]=[CH:6][CH:5]=[CH:4][CH:3]=1.[CH2:18]([O:25][C:26]1[CH:31]=[CH:30][C:29](B(O)O)=[CH:28][C:27]=1[F:35])[C:19]1[CH:24]=[CH:23][CH:22]=[CH:21][CH:20]=1.[Cl-].[Li+], predict the reaction product. The product is: [CH2:1]([NH:8][C:9]1[N:14]([CH3:15])[C:13](=[O:16])[C:12]([C:29]2[CH:30]=[CH:31][C:26]([O:25][CH2:18][C:19]3[CH:20]=[CH:21][CH:22]=[CH:23][CH:24]=3)=[C:27]([F:35])[CH:28]=2)=[CH:11][N:10]=1)[C:2]1[CH:7]=[CH:6][CH:5]=[CH:4][CH:3]=1. (4) Given the reactants [CH2:1]1[N:6]2[CH2:7][N:8]3[CH2:10][N:4]([CH2:5]2)[CH2:3][N:2]1[CH2:9]3.[N+:11]([O-:14])([O-:13])=[O:12], predict the reaction product. The product is: [CH2:1]1[N:6]2[CH2:7][N:8]3[CH2:10][N:4]([CH2:5]2)[CH2:3][N:2]1[CH2:9]3.[N+:11]([O-:14])([OH:13])=[O:12].